Dataset: Forward reaction prediction with 1.9M reactions from USPTO patents (1976-2016). Task: Predict the product of the given reaction. (1) Given the reactants [Cl:1][C:2]1[CH:3]=[C:4]([CH:14]=[CH:15][C:16]=1[Cl:17])[CH2:5][N:6]1[CH2:11][CH2:10][O:9][CH:8]([CH2:12][NH2:13])[CH2:7]1.[CH3:18][O:19][C:20]1[CH:21]=[C:22]2[C:26](=[CH:27][CH:28]=1)[NH:25][C:24]([CH3:29])=[C:23]2[CH2:30][C:31](O)=[O:32], predict the reaction product. The product is: [Cl:1][C:2]1[CH:3]=[C:4]([CH:14]=[CH:15][C:16]=1[Cl:17])[CH2:5][N:6]1[CH2:11][CH2:10][O:9][CH:8]([CH2:12][NH:13][C:31](=[O:32])[CH2:30][C:23]2[C:22]3[C:26](=[CH:27][CH:28]=[C:20]([O:19][CH3:18])[CH:21]=3)[NH:25][C:24]=2[CH3:29])[CH2:7]1. (2) Given the reactants [CH2:1]([C:5]1[N:6]=[C:7]([CH2:27][CH3:28])[NH:8][C:9](=[O:26])[C:10]=1[CH2:11][C:12]1[CH:17]=[CH:16][C:15]([C:18]2[C:19]([C:24]#[N:25])=[CH:20][CH:21]=[CH:22][CH:23]=2)=[CH:14][CH:13]=1)[CH2:2][CH2:3][CH3:4].[C:29]([O:32][CH2:33][C:34]([CH3:46])([CH3:45])[O:35][C:36]1[CH:41]=[CH:40][C:39](B(O)O)=[CH:38][CH:37]=1)(=[O:31])[CH3:30].C(N(CC)CC)C.N1C=CC=CC=1, predict the reaction product. The product is: [C:29]([O:32][CH2:33][C:34]([O:35][C:36]1[CH:37]=[CH:38][C:39]([N:8]2[C:9](=[O:26])[C:10]([CH2:11][C:12]3[CH:17]=[CH:16][C:15]([C:18]4[CH:23]=[CH:22][CH:21]=[CH:20][C:19]=4[C:24]#[N:25])=[CH:14][CH:13]=3)=[C:5]([CH2:1][CH2:2][CH2:3][CH3:4])[N:6]=[C:7]2[CH2:27][CH3:28])=[CH:40][CH:41]=1)([CH3:46])[CH3:45])(=[O:31])[CH3:30]. (3) Given the reactants Cl.[CH3:2][C:3]1[N:4]=[CH:5][O:6][C:7]=1[CH2:8][N:9]1[C:14]2[CH:15]=[C:16]([C:18]3[CH:23]=[CH:22][CH:21]=[CH:20][CH:19]=3)[S:17][C:13]=2[C:12](=[O:24])[N:11]([CH:25]2[CH2:30][CH2:29][NH:28][CH2:27][CH2:26]2)[C:10]1=[O:31].[CH2:32]([O:34][C:35]1[C:44]([O:45][CH3:46])=[CH:43][C:42]2[C:41]([C:47]3[CH:55]=[CH:54][C:50]([C:51](O)=[O:52])=[CH:49][CH:48]=3)=[N:40][C@@H:39]3[CH2:56][CH2:57][S:58][CH2:59][C@@H:38]3[C:37]=2[CH:36]=1)[CH3:33].CN(C(ON1N=NC2C=CC=NC1=2)=[N+](C)C)C.F[P-](F)(F)(F)(F)F.CCN(C(C)C)C(C)C, predict the reaction product. The product is: [CH2:32]([O:34][C:35]1[C:44]([O:45][CH3:46])=[CH:43][C:42]2[C:41]([C:47]3[CH:48]=[CH:49][C:50]([C:51]([N:28]4[CH2:29][CH2:30][CH:25]([N:11]5[C:12](=[O:24])[C:13]6[S:17][C:16]([C:18]7[CH:19]=[CH:20][CH:21]=[CH:22][CH:23]=7)=[CH:15][C:14]=6[N:9]([CH2:8][C:7]6[O:6][CH:5]=[N:4][C:3]=6[CH3:2])[C:10]5=[O:31])[CH2:26][CH2:27]4)=[O:52])=[CH:54][CH:55]=3)=[N:40][C@@H:39]3[CH2:56][CH2:57][S:58][CH2:59][C@@H:38]3[C:37]=2[CH:36]=1)[CH3:33]. (4) Given the reactants [ClH:1].Cl.[C:3]1([N:9]([CH2:33][CH2:34][CH2:35][C:36]([O:38]CC)=[O:37])[C:10]([C:12]2[CH:32]=[CH:31][C:15]3[N:16]([CH3:30])[C:17]([CH2:19][NH:20][C:21]4[CH:26]=[CH:25][C:24]([C:27](=[NH:29])[NH2:28])=[CH:23][CH:22]=4)=[N:18][C:14]=3[CH:13]=2)=[O:11])[CH:8]=[CH:7][CH:6]=[CH:5][CH:4]=1.[OH-].[Na+], predict the reaction product. The product is: [ClH:1].[C:3]1([N:9]([CH2:33][CH2:34][CH2:35][C:36]([OH:38])=[O:37])[C:10]([C:12]2[CH:32]=[CH:31][C:15]3[N:16]([CH3:30])[C:17]([CH2:19][NH:20][C:21]4[CH:26]=[CH:25][C:24]([C:27](=[NH:28])[NH2:29])=[CH:23][CH:22]=4)=[N:18][C:14]=3[CH:13]=2)=[O:11])[CH:4]=[CH:5][CH:6]=[CH:7][CH:8]=1.